This data is from Catalyst prediction with 721,799 reactions and 888 catalyst types from USPTO. The task is: Predict which catalyst facilitates the given reaction. (1) Product: [F:32][C:11]1[CH:12]=[C:13]([O:17][C@@H:18]2[CH2:23][CH2:22][CH2:21][CH2:20][C@H:19]2[C:24]2[CH:25]=[N:26][NH:27][CH:28]=2)[CH:14]=[C:15]([F:16])[C:10]=1[S:7]([NH:6][C:33]1[CH:38]=[CH:37][N:36]=[CH:35][N:34]=1)(=[O:8])=[O:9]. The catalyst class is: 138. Reactant: COC1C=C(OC)C=CC=1C[N:6]([C:33]1[CH:38]=[CH:37][N:36]=[CH:35][N:34]=1)[S:7]([C:10]1[C:15]([F:16])=[CH:14][C:13]([O:17][C@@H:18]2[CH2:23][CH2:22][CH2:21][CH2:20][C@H:19]2[C:24]2[CH:25]=[N:26][N:27](COC)[CH:28]=2)=[CH:12][C:11]=1[F:32])(=[O:9])=[O:8].C([SiH](CC)CC)C.FC(F)(F)C(O)=O.Cl. (2) Reactant: [C:1]([O:7][C:8]1[CH:13]=[CH:12][C:11]([C:14](=[O:34])[NH:15][CH2:16][C:17]2[N:21](C(=O)C(C)(C)C)[N:20]=[C:19]([C:28]3[CH:33]=[CH:32][N:31]=[CH:30][CH:29]=3)[N:18]=2)=[CH:10][CH:9]=1)(=[O:6])[C:2]([CH3:5])([CH3:4])[CH3:3].C([O-])(O)=O.[Na+]. Product: [C:1]([O:7][C:8]1[CH:13]=[CH:12][C:11]([C:14](=[O:34])[NH:15][CH2:16][C:17]2[NH:21][N:20]=[C:19]([C:28]3[CH:33]=[CH:32][N:31]=[CH:30][CH:29]=3)[N:18]=2)=[CH:10][CH:9]=1)(=[O:6])[C:2]([CH3:5])([CH3:4])[CH3:3]. The catalyst class is: 5. (3) Reactant: [F:1][C:2]1[CH:7]=[CH:6][C:5]([CH:8]2[CH2:12][CH2:11][NH:10][CH2:9]2)=[CH:4][CH:3]=1. Product: [F:1][C:2]1[CH:3]=[CH:4][C:5]([C@H:8]2[CH2:12][CH2:11][NH:10][CH2:9]2)=[CH:6][CH:7]=1. The catalyst class is: 14. (4) Reactant: [Cl:1][C:2]1[CH:3]=[N:4][C:5]2[C:10]([CH:11]=1)=[CH:9][C:8]([CH2:12]Cl)=[CH:7][C:6]=2[F:14].C[Sn](C)(C)[C:17]1[CH:18]=[C:19]([CH:24]=[CH:25][N:26]=1)[C:20]([O:22][CH3:23])=[O:21]. Product: [Cl:1][C:2]1[CH:3]=[N:4][C:5]2[C:10]([CH:11]=1)=[CH:9][C:8]([CH2:12][C:17]1[CH:18]=[C:19]([CH:24]=[CH:25][N:26]=1)[C:20]([O:22][CH3:23])=[O:21])=[CH:7][C:6]=2[F:14]. The catalyst class is: 184. (5) Reactant: [OH:1][CH2:2][C:3]1([CH2:6][OH:7])[CH2:5][CH2:4]1.N1C=CN=C1.[C:13]([Si:17](Cl)([C:24]1[CH:29]=[CH:28][CH:27]=[CH:26][CH:25]=1)[C:18]1[CH:23]=[CH:22][CH:21]=[CH:20][CH:19]=1)([CH3:16])([CH3:15])[CH3:14].CO. Product: [Si:17]([O:1][CH2:2][C:3]1([CH2:6][OH:7])[CH2:5][CH2:4]1)([C:13]([CH3:16])([CH3:15])[CH3:14])([C:24]1[CH:25]=[CH:26][CH:27]=[CH:28][CH:29]=1)[C:18]1[CH:23]=[CH:22][CH:21]=[CH:20][CH:19]=1. The catalyst class is: 35. (6) Reactant: [CH2:1]1[C:9]2[C:4](=[CH:5][CH:6]=[CH:7][CH:8]=2)[CH2:3][N:2]1[C:10]([NH:12][C:13]1[CH:18]=[CH:17][C:16]([C:19]2[CH:24]=[CH:23][C:22]([C:25](=[O:33])[CH2:26][C:27]([CH3:32])([CH3:31])[C:28]([O-:30])=[O:29])=[CH:21][CH:20]=2)=[CH:15][CH:14]=1)=[O:11].[OH-].[Na+]. Product: [CH2:1]1[C:9]2[C:4](=[CH:5][CH:6]=[CH:7][CH:8]=2)[CH2:3][N:2]1[C:10]([NH:12][C:13]1[CH:18]=[CH:17][C:16]([C:19]2[CH:24]=[CH:23][C:22]([C:25](=[O:33])[CH2:26][C:27]([CH3:31])([CH3:32])[C:28]([OH:30])=[O:29])=[CH:21][CH:20]=2)=[CH:15][CH:14]=1)=[O:11]. The catalyst class is: 364. (7) Reactant: CC1(C)[O:6][C@H:5]([CH2:7][N:8]2[CH:12]=[CH:11][C:10]([NH:13][C:14](=[O:37])[CH:15]([N:21]3[CH2:25][C:24]([O:26][C:27]4[CH:32]=[CH:31][CH:30]=[C:29]([O:33][CH3:34])[C:28]=4[Cl:35])=[CH:23][C:22]3=[O:36])[CH2:16][C:17]([F:20])([CH3:19])[CH3:18])=[N:9]2)[CH2:4][O:3]1.Cl.O[C@@H](CO)CN1C=CC(NC(=O)C(N2CC(OC3C=CC=C(OCC)C=3Cl)=CC2=O)CC(F)(C)C)=N1. Product: [OH:6][C@@H:5]([CH2:4][OH:3])[CH2:7][N:8]1[CH:12]=[CH:11][C:10]([NH:13][C:14](=[O:37])[CH:15]([N:21]2[CH2:25][C:24]([O:26][C:27]3[CH:32]=[CH:31][CH:30]=[C:29]([O:33][CH3:34])[C:28]=3[Cl:35])=[CH:23][C:22]2=[O:36])[CH2:16][C:17]([F:20])([CH3:19])[CH3:18])=[N:9]1. The catalyst class is: 54. (8) Reactant: [CH3:1][NH:2][CH3:3].Cl[C:5]1[C:10]([C:11]([O:13][CH3:14])=[O:12])=[CH:9][N:8]=[C:7]([Cl:15])[CH:6]=1. Product: [Cl:15][C:7]1[CH:6]=[C:5]([N:2]([CH3:3])[CH3:1])[C:10]([C:11]([O:13][CH3:14])=[O:12])=[CH:9][N:8]=1. The catalyst class is: 23. (9) Reactant: [F:1][C:2]1[CH:7]=[CH:6][C:5]([C:8]2[CH:16]=[C:11]3[CH2:12][NH:13][CH2:14][CH2:15][N:10]3[N:9]=2)=[CH:4][CH:3]=1.C(N(CC)CC)C.[CH3:24][C:25]([O:28][C:29](O[C:29]([O:28][C:25]([CH3:27])([CH3:26])[CH3:24])=[O:30])=[O:30])([CH3:27])[CH3:26]. Product: [F:1][C:2]1[CH:3]=[CH:4][C:5]([C:8]2[CH:16]=[C:11]3[CH2:12][N:13]([C:29]([O:28][C:25]([CH3:27])([CH3:26])[CH3:24])=[O:30])[CH2:14][CH2:15][N:10]3[N:9]=2)=[CH:6][CH:7]=1. The catalyst class is: 64. (10) Reactant: [O:1]=[CH:2][C:3](Cl)(Cl)Cl.S([O-])([O-])(=O)=O.[Na+].[Na+].Cl.[NH2:15][OH:16].I[C:18]1[CH:23]=[CH:22][C:21]([NH2:24])=[CH:20][C:19]=1C. Product: [CH:18]1[CH:23]=[CH:22][C:21]([NH:24][C:2](/[CH:3]=[N:15]/[OH:16])=[O:1])=[CH:20][CH:19]=1. The catalyst class is: 6.